Predict the reactants needed to synthesize the given product. From a dataset of Full USPTO retrosynthesis dataset with 1.9M reactions from patents (1976-2016). (1) Given the product [C:69]([OH:82])(=[O:81])[CH2:70][CH2:71][CH2:72][CH2:73][CH2:74][CH2:75][CH2:76][CH2:77][CH2:78][CH2:79][CH2:80][CH2:14][CH2:9][CH2:10][CH3:11], predict the reactants needed to synthesize it. The reactants are: P([O-])([O-])([O-])=O.[K+].[K+].[K+].[CH:9]1[CH:14]=[N+]([C@@H]2O[C@H](COP(OP(OC[C@H]3O[C@@H](N4C5N=CN=C(N)C=5N=C4)[C@H](OP(O)(O)=O)[C@@H]3O)(O)=O)(O)=O)[C@@H](O)[C@H]2O)C=[C:11](C(N)=O)[CH:10]=1.O=C[C@@H]([C@H]([C@@H]([C@@H](CO)O)O)O)O.[C:69]([OH:82])(=[O:81])[CH2:70][CH2:71][CH2:72][CH2:73][CH2:74][CH2:75][CH2:76][CH2:77][CH2:78][CH2:79][CH3:80].Cl. (2) Given the product [F:33][C:30]1[CH:31]=[CH:32][C:27]([CH2:26][NH:25][C:22]([C:10]2[N:11]=[C:12]3[N:17]([C:18](=[O:19])[C:9]=2[O:8][CH2:1][C:2]2[CH:3]=[CH:4][CH:5]=[CH:6][CH:7]=2)[CH2:16][CH2:15][O:14][C:13]3([CH3:21])[CH3:20])=[O:23])=[C:28]([N:34]2[CH2:38][CH2:37][CH2:36][C:35]2=[O:39])[CH:29]=1, predict the reactants needed to synthesize it. The reactants are: [CH2:1]([O:8][C:9]1[C:18](=[O:19])[N:17]2[C:12]([C:13]([CH3:21])([CH3:20])[O:14][CH2:15][CH2:16]2)=[N:11][C:10]=1[C:22](O)=[O:23])[C:2]1[CH:7]=[CH:6][CH:5]=[CH:4][CH:3]=1.[NH2:25][CH2:26][C:27]1[CH:32]=[CH:31][C:30]([F:33])=[CH:29][C:28]=1[N:34]1[CH2:38][CH2:37][CH2:36][C:35]1=[O:39]. (3) The reactants are: [NH:1]1[C:11]2[C:6](=[CH:7][CH:8]=[CH:9][CH:10]=2)[C:4](=[O:5])[C:2]1=[O:3].I[CH2:13][CH2:14][CH3:15].C(=O)([O-])[O-].[K+].[K+].O. Given the product [CH2:13]([N:1]1[C:11]2[C:6](=[CH:7][CH:8]=[CH:9][CH:10]=2)[C:4](=[O:5])[C:2]1=[O:3])[CH2:14][CH3:15], predict the reactants needed to synthesize it.